Regression. Given two drug SMILES strings and cell line genomic features, predict the synergy score measuring deviation from expected non-interaction effect. From a dataset of NCI-60 drug combinations with 297,098 pairs across 59 cell lines. (1) Drug 1: CN1CCC(CC1)COC2=C(C=C3C(=C2)N=CN=C3NC4=C(C=C(C=C4)Br)F)OC. Drug 2: B(C(CC(C)C)NC(=O)C(CC1=CC=CC=C1)NC(=O)C2=NC=CN=C2)(O)O. Cell line: OVCAR-5. Synergy scores: CSS=17.7, Synergy_ZIP=-1.32, Synergy_Bliss=1.72, Synergy_Loewe=2.24, Synergy_HSA=2.00. (2) Drug 1: CC12CCC3C(C1CCC2NC(=O)OCC(F)(F)F)CCC4C3(C=CC(=O)N4C)C. Drug 2: CS(=O)(=O)CCNCC1=CC=C(O1)C2=CC3=C(C=C2)N=CN=C3NC4=CC(=C(C=C4)OCC5=CC(=CC=C5)F)Cl. Cell line: HT29. Synergy scores: CSS=50.2, Synergy_ZIP=6.84, Synergy_Bliss=10.2, Synergy_Loewe=8.08, Synergy_HSA=11.3. (3) Cell line: A549. Synergy scores: CSS=15.3, Synergy_ZIP=-4.65, Synergy_Bliss=-1.13, Synergy_Loewe=-0.891, Synergy_HSA=-1.40. Drug 1: C1CCC(C1)C(CC#N)N2C=C(C=N2)C3=C4C=CNC4=NC=N3. Drug 2: CCCS(=O)(=O)NC1=C(C(=C(C=C1)F)C(=O)C2=CNC3=C2C=C(C=N3)C4=CC=C(C=C4)Cl)F.